From a dataset of Reaction yield outcomes from USPTO patents with 853,638 reactions. Predict the reaction yield, written as a fraction of the theoretical maximum amount of product (1.0 means a 100% yield; for example, 0.34 means a 34% yield). (1) The reactants are [OH:1][CH:2]([C:4]1([C:10]([O:12][CH2:13][CH3:14])=[O:11])[CH2:9][O:8][CH2:7][O:6][CH2:5]1)[CH3:3].[C:15]1([CH3:25])[CH:20]=[CH:19][C:18]([S:21](Cl)(=[O:23])=[O:22])=[CH:17][CH:16]=1.O. The catalyst is N1C=CC=CC=1. The product is [S:21]([O:1][CH:2]([C:4]1([C:10]([O:12][CH2:13][CH3:14])=[O:11])[CH2:9][O:8][CH2:7][O:6][CH2:5]1)[CH3:3])([C:18]1[CH:19]=[CH:20][C:15]([CH3:25])=[CH:16][CH:17]=1)(=[O:23])=[O:22]. The yield is 0.760. (2) The reactants are [C:1]1([CH2:7][C:8]([C:10]2[CH:20]=[CH:19][C:13]3[O:14][CH2:15][C:16](=[O:18])[NH:17][C:12]=3[CH:11]=2)=[O:9])[CH:6]=[CH:5][CH:4]=[CH:3][CH:2]=1.[CH3:21]N(CN(C)C)C.C(OC(=O)C)(=O)C. The catalyst is C1COCC1. The product is [C:1]1([C:7](=[CH2:21])[C:8]([C:10]2[CH:20]=[CH:19][C:13]3[O:14][CH2:15][C:16](=[O:18])[NH:17][C:12]=3[CH:11]=2)=[O:9])[CH:2]=[CH:3][CH:4]=[CH:5][CH:6]=1. The yield is 0.900. (3) The reactants are [S:1]([N:11]1[C:15]2=[N:16][CH:17]=[C:18]([NH:20][NH:21]C(OC(C)(C)C)=O)[N:19]=[C:14]2[CH:13]=[CH:12]1)([C:4]1[CH:10]=[CH:9][C:7]([CH3:8])=[CH:6][CH:5]=1)(=[O:3])=[O:2].S(N1C2=NC=C(N(C(OC(C)(C)C)=O)N)N=C2C=C1)(C1C=CC(C)=CC=1)(=O)=O.Cl. The catalyst is O1CCOCC1. The product is [NH:20]([C:18]1[N:19]=[C:14]2[CH:13]=[CH:12][N:11]([S:1]([C:4]3[CH:10]=[CH:9][C:7]([CH3:8])=[CH:6][CH:5]=3)(=[O:2])=[O:3])[C:15]2=[N:16][CH:17]=1)[NH2:21]. The yield is 0.500. (4) The reactants are Cl.[OH:2][C:3]1[N:8]=[CH:7][CH:6]=[CH:5][N:4]=1.[I-].C[N+]1C=CN([C:16](=[O:25])[N:17]([CH3:24])[C:18]2[CH:23]=[CH:22][CH:21]=[CH:20][CH:19]=2)C=1.C(N(CC)CC)C. The catalyst is C(#N)C. The product is [N:4]1[CH:5]=[CH:6][CH:7]=[N:8][C:3]=1[O:2][C:16](=[O:25])[N:17]([CH3:24])[C:18]1[CH:23]=[CH:22][CH:21]=[CH:20][CH:19]=1. The yield is 0.120. (5) The reactants are Cl[CH2:2][C:3]1[O:4][C:5]([C:8]2[CH:13]=[CH:12][C:11]([Cl:14])=[CH:10][CH:9]=2)=[N:6][N:7]=1.[Cl:15][C:16]1[CH:21]=[CH:20][CH:19]=[CH:18][C:17]=1[N:22]1[C:26]([C:27]2[CH:32]=[CH:31][N:30]=[CH:29][CH:28]=2)=[N:25][N:24]=[C:23]1[SH:33].C([O-])([O-])=O.[K+].[K+]. The catalyst is C(#N)C. The product is [Cl:14][C:11]1[CH:12]=[CH:13][C:8]([C:5]2[O:4][C:3]([CH2:2][S:33][C:23]3[N:22]([C:17]4[CH:18]=[CH:19][CH:20]=[CH:21][C:16]=4[Cl:15])[C:26]([C:27]4[CH:28]=[CH:29][N:30]=[CH:31][CH:32]=4)=[N:25][N:24]=3)=[N:7][N:6]=2)=[CH:9][CH:10]=1. The yield is 0.920. (6) The reactants are [NH:1]1[C:9]2[CH2:8][CH2:7][NH:6][CH2:5][C:4]=2[C:3]([CH:10]2[CH2:14][CH2:13][CH:12]([OH:15])[CH2:11]2)=[N:2]1.[Cl:16][C:17]1[CH:18]=[C:19]([NH:23][C:24](=O)[O:25]C2C=CC=CC=2)[CH:20]=[CH:21][CH:22]=1. The catalyst is C(Cl)Cl. The product is [Cl:16][C:17]1[CH:18]=[C:19]([NH:23][C:24]([N:6]2[CH2:7][CH2:8][C:9]3[NH:1][N:2]=[C:3]([CH:10]4[CH2:14][CH2:13][CH:12]([OH:15])[CH2:11]4)[C:4]=3[CH2:5]2)=[O:25])[CH:20]=[CH:21][CH:22]=1. The yield is 0.378.